From a dataset of Catalyst prediction with 721,799 reactions and 888 catalyst types from USPTO. Predict which catalyst facilitates the given reaction. (1) Reactant: [CH3:1][N:2]([CH2:9][CH2:10][O:11][C:12]1[CH:25]=[CH:24][C:15]([CH2:16][CH:17]2[S:21][C:20](=[O:22])[NH:19][C:18]2=[O:23])=[CH:14][CH:13]=1)[C:3]1[CH:8]=[CH:7][CH:6]=[CH:5][N:4]=1.[BrH:26]. Product: [BrH:26].[CH3:1][N:2]([CH2:9][CH2:10][O:11][C:12]1[CH:25]=[CH:24][C:15]([CH2:16][CH:17]2[S:21][C:20](=[O:22])[NH:19][C:18]2=[O:23])=[CH:14][CH:13]=1)[C:3]1[CH:8]=[CH:7][CH:6]=[CH:5][N:4]=1. The catalyst class is: 41. (2) Reactant: [OH-].[Na+].C([O:5][C:6]([C:8]1([C:11]2[N:12]=[N:13][C:14]([C:17]3[CH:22]=[CH:21][C:20]([CH:23]([N:25]4[CH2:30][CH2:29][C:28]([CH2:37][C:38]([OH:41])([CH3:40])[CH3:39])([C:31]5[CH:36]=[CH:35][CH:34]=[CH:33][CH:32]=5)[O:27][C:26]4=[O:42])[CH3:24])=[CH:19][CH:18]=3)=[CH:15][CH:16]=2)[CH2:10][CH2:9]1)=[O:7])C.Cl. Product: [OH:41][C:38]([CH3:39])([CH3:40])[CH2:37][C@@:28]1([C:31]2[CH:32]=[CH:33][CH:34]=[CH:35][CH:36]=2)[O:27][C:26](=[O:42])[N:25]([C@H:23]([C:20]2[CH:19]=[CH:18][C:17]([C:14]3[N:13]=[N:12][C:11]([C:8]4([C:6]([OH:7])=[O:5])[CH2:10][CH2:9]4)=[CH:16][CH:15]=3)=[CH:22][CH:21]=2)[CH3:24])[CH2:30][CH2:29]1. The catalyst class is: 5. (3) Reactant: [C:1]([NH2:5])([CH3:4])([CH3:3])[CH3:2].C(N(CC)CC)C.[F:13][C:14]1[CH:19]=[CH:18][C:17]([S:20](Cl)(=[O:22])=[O:21])=[CH:16][CH:15]=1. The catalyst class is: 2. Product: [C:1]([NH:5][S:20]([C:17]1[CH:18]=[CH:19][C:14]([F:13])=[CH:15][CH:16]=1)(=[O:22])=[O:21])([CH3:4])([CH3:3])[CH3:2]. (4) Reactant: [NH2:1][C:2]([C:6]1[CH:11]=[CH:10][CH:9]=[C:8]([Cl:12])[CH:7]=1)([CH3:5])[C:3]#[N:4].CC(C[AlH]CC(C)C)C. Product: [Cl:12][C:8]1[CH:7]=[C:6]([C:2]([NH2:1])([CH3:5])[CH2:3][NH2:4])[CH:11]=[CH:10][CH:9]=1. The catalyst class is: 11. (5) Reactant: [C:1]([O:5][C:6]([NH:8][C@@H:9]([C@H:22]([CH2:30][CH3:31])[CH2:23][CH:24]([CH3:29])[CH2:25][CH2:26][CH:27]=[CH2:28])[C:10]([N:12]1[CH2:16][C@H:15]([OH:17])[CH2:14][C@H:13]1[C:18]([O:20]C)=[O:19])=[O:11])=[O:7])([CH3:4])([CH3:3])[CH3:2].O.[Li+].[OH-].CO. Product: [C:1]([O:5][C:6]([NH:8][C@@H:9]([C@H:22]([CH2:30][CH3:31])[CH2:23][CH:24]([CH3:29])[CH2:25][CH2:26][CH:27]=[CH2:28])[C:10]([N:12]1[CH2:16][C@H:15]([OH:17])[CH2:14][C@H:13]1[C:18]([OH:20])=[O:19])=[O:11])=[O:7])([CH3:4])([CH3:3])[CH3:2]. The catalyst class is: 1. (6) Reactant: CC([O-])(C)C.[K+].[CH3:7][N:8]1[C:16]2[C:11](=[CH:12][CH:13]=[CH:14][CH:15]=2)[CH:10]=[CH:9]1.[SiH:17]([CH2:26][CH2:27][CH2:28][CH3:29])([CH2:22][CH2:23][CH2:24][CH3:25])[CH2:18][CH2:19][CH2:20][CH3:21]. Product: [CH3:7][N:8]1[C:16]2[C:11](=[CH:12][CH:13]=[CH:14][CH:15]=2)[CH:10]=[C:9]1[Si:17]([CH2:22][CH2:23][CH2:24][CH3:25])([CH2:26][CH2:27][CH2:28][CH3:29])[CH2:18][CH2:19][CH2:20][CH3:21]. The catalyst class is: 1. (7) Reactant: [O:1]1[C:5]2[CH:6]=[CH:7][C:8]([CH2:10][N:11]3[C:23](=[O:24])[C:22]4[C:13](=[C:14]([OH:26])[C:15]5[N:16]=[CH:17][CH:18]=[N:19][C:20]=5[C:21]=4[OH:25])[C:12]3=[O:27])=[CH:9][C:4]=2[O:3][CH2:2]1.[CH2:28]([O:30][CH2:31][CH2:32][C:33](O)=[O:34])[CH3:29].CN(C(ON1N=NC2C=CC=CC1=2)=[N+](C)C)C.[B-](F)(F)(F)F.C(N(CC)CC)C. Product: [O:1]1[C:5]2[CH:6]=[CH:7][C:8]([CH2:10][N:11]3[C:12](=[O:27])[C:13]4[C:22](=[C:21]([OH:25])[C:20]5[N:19]=[CH:18][CH:17]=[N:16][C:15]=5[C:14]=4[O:26][C:33](=[O:34])[CH2:32][CH2:31][O:30][CH2:28][CH3:29])[C:23]3=[O:24])=[CH:9][C:4]=2[O:3][CH2:2]1. The catalyst class is: 35. (8) Reactant: [H-].[Al+3].[Li+].[H-].[H-].[H-].[CH2:7]([O:14][C:15](=[O:31])[NH:16][C@H:17]([C:25](=[O:30])N(OC)C)[CH2:18][C:19]1[CH:24]=[CH:23][CH:22]=[CH:21][CH:20]=1)[C:8]1[CH:13]=[CH:12][CH:11]=[CH:10][CH:9]=1. Product: [CH2:7]([O:14][C:15](=[O:31])[NH:16][C@@H:17]([CH2:18][C:19]1[CH:24]=[CH:23][CH:22]=[CH:21][CH:20]=1)[CH:25]=[O:30])[C:8]1[CH:9]=[CH:10][CH:11]=[CH:12][CH:13]=1. The catalyst class is: 1. (9) Reactant: [CH3:1][O:2][C:3]1[CH:27]=[C:26]([O:28][CH3:29])[CH:25]=[CH:24][C:4]=1[CH2:5][N:6]1[C:9](=[O:10])[C@@H:8]([NH:11][C:12](=[O:21])[O:13][CH2:14][C:15]2[CH:20]=[CH:19][CH:18]=[CH:17][CH:16]=2)[C@H:7]1[CH2:22]O.[Si:30]([O:37][CH2:38][C:39]1[N:40]=[N:41][NH:42][CH:43]=1)([C:33]([CH3:36])([CH3:35])[CH3:34])([CH3:32])[CH3:31].C1C=CC(P(C2C=CC=CC=2)C2C=CC=CC=2)=CC=1.CC(OC(/N=N/C(OC(C)C)=O)=O)C. Product: [Si:30]([O:37][CH2:38][C:39]1[CH:43]=[N:42][N:41]([CH2:22][C@@H:7]2[C@H:8]([NH:11][C:12](=[O:21])[O:13][CH2:14][C:15]3[CH:20]=[CH:19][CH:18]=[CH:17][CH:16]=3)[C:9](=[O:10])[N:6]2[CH2:5][C:4]2[CH:24]=[CH:25][C:26]([O:28][CH3:29])=[CH:27][C:3]=2[O:2][CH3:1])[N:40]=1)([C:33]([CH3:36])([CH3:34])[CH3:35])([CH3:32])[CH3:31]. The catalyst class is: 1.